This data is from Catalyst prediction with 721,799 reactions and 888 catalyst types from USPTO. The task is: Predict which catalyst facilitates the given reaction. (1) Reactant: C(OCC)(=[O:3])C.[C:7]1([CH2:13][CH2:14][O:15][CH:16]2[CH2:21][CH2:20][CH:19]([N:22]=[N+]=[N-])[CH2:18][CH:17]2[F:25])[CH:12]=[CH:11][CH:10]=[CH:9][CH:8]=1.C(Cl)Cl. Product: [OH-:3].[NH4+:22].[F:25][CH:17]1[CH:16]([O:15][CH2:14][CH2:13][C:7]2[CH:12]=[CH:11][CH:10]=[CH:9][CH:8]=2)[CH2:21][CH2:20][CH:19]([NH2:22])[CH2:18]1. The catalyst class is: 43. (2) Reactant: C([O:9][C:10]1[C:11]([C:22]([O:24]C)=O)=[N:12][C:13]([CH:17]2[CH2:21][CH2:20][CH2:19][NH:18]2)=[N:14][C:15]=1[OH:16])(=O)C1C=CC=CC=1.[F:26][C:27]1[CH:34]=[CH:33][C:30]([CH2:31][NH2:32])=[CH:29][CH:28]=1. Product: [F:26][C:27]1[CH:34]=[CH:33][C:30]([CH2:31][NH:32][C:22]([C:11]2[C:10]([OH:9])=[C:15]([OH:16])[N:14]=[C:13]([CH:17]3[CH2:21][CH2:20][CH2:19][NH:18]3)[N:12]=2)=[O:24])=[CH:29][CH:28]=1. The catalyst class is: 5.